Dataset: Reaction yield outcomes from USPTO patents with 853,638 reactions. Task: Predict the reaction yield, written as a fraction of the theoretical maximum amount of product (1.0 means a 100% yield; for example, 0.34 means a 34% yield). The reactants are [Mg].C(Br)C.II.[CH:7]([N:10]([CH2:14][CH2:15][C@@H:16]([C:23]1[CH:28]=[C:27](Br)[CH:26]=[CH:25][C:24]=1[O:30][CH2:31][C:32]1[CH:37]=[CH:36][CH:35]=[CH:34][CH:33]=1)[C:17]1[CH:22]=[CH:21][CH:20]=[CH:19][CH:18]=1)[CH:11]([CH3:13])[CH3:12])([CH3:9])[CH3:8].[C:38](=[O:40])=[O:39].[Cl-].[NH4+]. The catalyst is O1CCCC1. The product is [CH2:31]([O:30][C:24]1[CH:25]=[CH:26][C:27]([C:38]([OH:40])=[O:39])=[CH:28][C:23]=1[C@@H:16]([C:17]1[CH:22]=[CH:21][CH:20]=[CH:19][CH:18]=1)[CH2:15][CH2:14][N:10]([CH:11]([CH3:13])[CH3:12])[CH:7]([CH3:9])[CH3:8])[C:32]1[CH:37]=[CH:36][CH:35]=[CH:34][CH:33]=1. The yield is 0.960.